From a dataset of NCI-60 drug combinations with 297,098 pairs across 59 cell lines. Regression. Given two drug SMILES strings and cell line genomic features, predict the synergy score measuring deviation from expected non-interaction effect. (1) Drug 1: CN(CC1=CN=C2C(=N1)C(=NC(=N2)N)N)C3=CC=C(C=C3)C(=O)NC(CCC(=O)O)C(=O)O. Drug 2: CC(C)CN1C=NC2=C1C3=CC=CC=C3N=C2N. Cell line: HL-60(TB). Synergy scores: CSS=56.0, Synergy_ZIP=7.46, Synergy_Bliss=2.43, Synergy_Loewe=-18.6, Synergy_HSA=2.04. (2) Drug 1: CC1C(C(CC(O1)OC2CC(CC3=C2C(=C4C(=C3O)C(=O)C5=C(C4=O)C(=CC=C5)OC)O)(C(=O)CO)O)N)O.Cl. Drug 2: C1CCN(CC1)CCOC2=CC=C(C=C2)C(=O)C3=C(SC4=C3C=CC(=C4)O)C5=CC=C(C=C5)O. Cell line: A498. Synergy scores: CSS=2.23, Synergy_ZIP=-0.971, Synergy_Bliss=1.14, Synergy_Loewe=-1.76, Synergy_HSA=-0.701.